This data is from NCI-60 drug combinations with 297,098 pairs across 59 cell lines. The task is: Regression. Given two drug SMILES strings and cell line genomic features, predict the synergy score measuring deviation from expected non-interaction effect. (1) Drug 1: C1=CN(C=N1)CC(O)(P(=O)(O)O)P(=O)(O)O. Drug 2: C(CCl)NC(=O)N(CCCl)N=O. Cell line: A498. Synergy scores: CSS=3.53, Synergy_ZIP=1.05, Synergy_Bliss=4.73, Synergy_Loewe=3.96, Synergy_HSA=3.34. (2) Synergy scores: CSS=0.635, Synergy_ZIP=2.82, Synergy_Bliss=4.25, Synergy_Loewe=1.32, Synergy_HSA=1.20. Cell line: SF-268. Drug 1: C1=NNC2=C1C(=O)NC=N2. Drug 2: COC1=C2C(=CC3=C1OC=C3)C=CC(=O)O2.